From a dataset of Forward reaction prediction with 1.9M reactions from USPTO patents (1976-2016). Predict the product of the given reaction. (1) The product is: [Cl:1][C:2]1[N:10]=[C:9]2[C:5]([N:6]=[CH:7][N:8]2[CH:11]([CH3:13])[CH3:12])=[C:4]([NH:23][CH2:22][CH2:21][C:15]2[CH:20]=[CH:19][CH:18]=[CH:17][CH:16]=2)[N:3]=1. Given the reactants [Cl:1][C:2]1[N:10]=[C:9]2[C:5]([N:6]=[CH:7][N:8]2[CH:11]([CH3:13])[CH3:12])=[C:4](Cl)[N:3]=1.[C:15]1([CH2:21][CH2:22][NH2:23])[CH:20]=[CH:19][CH:18]=[CH:17][CH:16]=1.CCN(CC)CC, predict the reaction product. (2) The product is: [Cl:25][C:26]1[N:27]=[CH:28][C:29]([CH2:32][N:3]2[CH:4]=[CH:5][CH:6]=[CH:7][C:2]2=[N:1][C:10](=[O:11])[C:9]([F:14])([F:13])[F:8])=[CH:30][CH:31]=1. Given the reactants [NH2:1][C:2]1[CH:7]=[CH:6][CH:5]=[CH:4][N:3]=1.[F:8][C:9]([F:14])([F:13])[C:10](O)=[O:11].S(Cl)(Cl)=O.C(=O)([O-])[O-].[K+].[K+].[Cl:25][C:26]1[CH:31]=[CH:30][C:29]([CH2:32]Cl)=[CH:28][N:27]=1, predict the reaction product. (3) Given the reactants Cl.[CH2:2]([O:4][C:5](=[NH:12])[CH2:6][C:7]([O:9][CH2:10][CH3:11])=[O:8])[CH3:3].C(N(CC)CC)C.[C:20](Cl)(=[O:25])[C:21]([CH3:24])([CH3:23])[CH3:22], predict the reaction product. The product is: [CH3:22][C:21]([CH3:24])([CH3:23])[C:20]([N:12]=[C:5]([O:4][CH2:2][CH3:3])[CH2:6][C:7]([O:9][CH2:10][CH3:11])=[O:8])=[O:25]. (4) Given the reactants O[CH2:2][C:3]1[S:7][C:6]([NH:8][C:9](=[O:11])[CH3:10])=[N:5][CH:4]=1.S(Cl)([Cl:14])=O, predict the reaction product. The product is: [Cl:14][CH2:2][C:3]1[S:7][C:6]([NH:8][C:9](=[O:11])[CH3:10])=[N:5][CH:4]=1. (5) Given the reactants [N+:1]([CH2:4][C:5]([O:7][CH2:8][CH3:9])=[O:6])([O-:3])=O.[CH2:10]([OH:17])[CH2:11][CH2:12][CH2:13][CH2:14][C:15]#[CH:16].N12CCN(CC1)CC2, predict the reaction product. The product is: [OH:17][CH2:10][CH2:11][CH2:12][CH2:13][CH2:14][C:15]1[O:3][N:1]=[C:4]([C:5]([O:7][CH2:8][CH3:9])=[O:6])[CH:16]=1.